From a dataset of Forward reaction prediction with 1.9M reactions from USPTO patents (1976-2016). Predict the product of the given reaction. Given the reactants [CH3:1][S:2](Cl)(=[O:4])=[O:3].[NH2:6][C:7]1[C:8]2[C:15]([C:16]3[CH:21]=[CH:20][C:19]([O:22][C:23]4[CH:28]=[CH:27][CH:26]=[CH:25][CH:24]=4)=[CH:18][CH:17]=3)=[CH:14][N:13]([CH:29]3[CH2:34][CH2:33][CH:32]([CH2:35][CH2:36][OH:37])[CH2:31][CH2:30]3)[C:9]=2[N:10]=[CH:11][N:12]=1.C(N(CC)CC)C, predict the reaction product. The product is: [CH3:1][S:2]([O:37][CH2:36][CH2:35][CH:32]1[CH2:31][CH2:30][CH:29]([N:13]2[C:9]3[N:10]=[CH:11][N:12]=[C:7]([NH2:6])[C:8]=3[C:15]([C:16]3[CH:17]=[CH:18][C:19]([O:22][C:23]4[CH:28]=[CH:27][CH:26]=[CH:25][CH:24]=4)=[CH:20][CH:21]=3)=[CH:14]2)[CH2:34][CH2:33]1)(=[O:4])=[O:3].